From a dataset of Full USPTO retrosynthesis dataset with 1.9M reactions from patents (1976-2016). Predict the reactants needed to synthesize the given product. (1) The reactants are: Br[C:2]1[CH:7]=[C:6]2[N:8]([C:17]3[C:22]([Cl:23])=[CH:21][N:20]=[C:19]([NH2:24])[N:18]=3)[CH2:9][C:10]3([CH2:15][N:14]([CH3:16])[CH2:13][CH2:12][O:11]3)[C:5]2=[CH:4][CH:3]=1.[Na+].[I-:26].CNCCNC.O. Given the product [Cl:23][C:22]1[C:17]([N:8]2[C:6]3[C:5](=[CH:4][CH:3]=[C:2]([I:26])[CH:7]=3)[C:10]3([CH2:15][N:14]([CH3:16])[CH2:13][CH2:12][O:11]3)[CH2:9]2)=[N:18][C:19]([NH2:24])=[N:20][CH:21]=1, predict the reactants needed to synthesize it. (2) Given the product [NH2:1][C:2]1[N:7]=[CH:6][N:5]=[C:4]2[N:8]([C@@H:30]3[CH2:35][CH2:34][CH2:33][N:32]([C:36](=[O:40])[C:37]([C:38]#[N:39])=[CH:44][CH:41]4[CH2:43][CH2:42]4)[CH2:31]3)[N:9]=[C:10]([C:11]3[CH:12]=[CH:13][C:14]([NH:17][C:18](=[O:29])[C:19]4[CH:20]=[CH:21][C:22]([C:25]([F:28])([F:27])[F:26])=[CH:23][CH:24]=4)=[CH:15][CH:16]=3)[C:3]=12, predict the reactants needed to synthesize it. The reactants are: [NH2:1][C:2]1[N:7]=[CH:6][N:5]=[C:4]2[N:8]([CH:30]3[CH2:35][CH2:34][CH2:33][N:32]([C:36](=[O:40])[CH2:37][C:38]#[N:39])[CH2:31]3)[N:9]=[C:10]([C:11]3[CH:16]=[CH:15][C:14]([NH:17][C:18](=[O:29])[C:19]4[CH:24]=[CH:23][C:22]([C:25]([F:28])([F:27])[F:26])=[CH:21][CH:20]=4)=[CH:13][CH:12]=3)[C:3]=12.[CH:41]1([CH:44]=O)[CH2:43][CH2:42]1.N1CCCCC1. (3) Given the product [NH2:24][C:18]1[CH:19]=[C:20]([CH:21]=[C:16]([N:14]2[CH2:13][CH2:12][O:11][CH:10]([CH2:9][O:8][Si:1]([C:4]([CH3:7])([CH3:6])[CH3:5])([CH3:2])[CH3:3])[CH2:15]2)[C:17]=1[Cl:32])[C:22]#[N:23], predict the reactants needed to synthesize it. The reactants are: [Si:1]([O:8][CH2:9][CH:10]1[CH2:15][N:14]([C:16]2[C:17]([Cl:32])=[C:18]([NH:24]C(=O)OC(C)(C)C)[CH:19]=[C:20]([C:22]#[N:23])[CH:21]=2)[CH2:13][CH2:12][O:11]1)([C:4]([CH3:7])([CH3:6])[CH3:5])([CH3:3])[CH3:2].N1C(C)=CC=CC=1C.C(=O)(O)[O-].[Na+]. (4) Given the product [C:1]([NH:24][CH2:25][CH2:26][NH:27][C:28](=[O:44])[O:29][CH2:30][C@H:31]1[S:35][CH2:34][C@@H:33]([N:36]2[CH:41]=[CH:40][C:39]([NH2:42])=[N:38][C:37]2=[O:43])[O:32]1)(=[O:23])[CH2:2][CH2:3][CH2:4]/[CH:5]=[CH:6]\[CH2:7]/[CH:8]=[CH:9]\[CH2:10]/[CH:11]=[CH:12]\[CH2:13]/[CH:14]=[CH:15]\[CH2:16]/[CH:17]=[CH:18]\[CH2:19][CH3:20], predict the reactants needed to synthesize it. The reactants are: [C:1]([NH:24][CH2:25][CH2:26][NH:27][C:28](=[O:44])[O:29][CH2:30][C@H:31]1[S:35][CH2:34][C@@H:33]([N:36]2[CH:41]=[CH:40][C:39]([NH2:42])=[N:38][C:37]2=[O:43])[O:32]1)(=[O:23])[CH2:2][CH2:3]/[CH:4]=[CH:5]\[CH2:6]/[CH:7]=[CH:8]\[CH2:9]/[CH:10]=[CH:11]\[CH2:12]/[CH:13]=[CH:14]\[CH2:15]/[CH:16]=[CH:17]\[CH2:18]/[CH:19]=[CH:20]\CC.NCCNC(=O)CCC/C=C\C/C=C\C/C=C\C/C=C\C/C=C\CC. (5) Given the product [F:1][C:2]1[CH:10]=[C:9]([C:11]([F:14])([F:13])[F:12])[CH:8]=[CH:7][C:3]=1[C:4]1[C:37]([C:38]2[NH:39][CH:40]=[CH:41][N:42]=2)=[CH:36][N:35]=[C:34]([NH:43][CH2:44][CH2:45][NH:46][C:16]2[N:17]=[CH:18][C:19]([C:22]#[N:23])=[CH:20][CH:21]=2)[N:33]=1, predict the reactants needed to synthesize it. The reactants are: [F:1][C:2]1[CH:10]=[C:9]([C:11]([F:14])([F:13])[F:12])[CH:8]=[CH:7][C:3]=1[C:4](Cl)=O.Cl[C:16]1[CH:21]=[CH:20][C:19]([C:22]#[N:23])=[CH:18][N:17]=1.ClC1C=C(Cl)C=CC=1C1[C:37]([C:38]2[NH:39][CH:40]=[CH:41][N:42]=2)=[CH:36][N:35]=[C:34]([NH:43][CH2:44][CH2:45][NH:46]C2C=CC([N+]([O-])=O)=CN=2)[N:33]=1. (6) Given the product [OH:1][C:2]([CH3:34])([CH3:35])[CH2:3][C@@:4]1([C:28]2[CH:33]=[CH:32][CH:31]=[CH:30][CH:29]=2)[O:9][C:8](=[O:10])[N:7]([C@H:11]([C:13]2[CH:14]=[CH:15][C:16]([C:37]3[CH:42]=[CH:41][NH:40][C:39](=[O:43])[CH:38]=3)=[CH:17][CH:18]=2)[CH3:12])[CH2:6][CH2:5]1, predict the reactants needed to synthesize it. The reactants are: [OH:1][C:2]([CH3:35])([CH3:34])[CH2:3][C@@:4]1([C:28]2[CH:33]=[CH:32][CH:31]=[CH:30][CH:29]=2)[O:9][C:8](=[O:10])[N:7]([C@H:11]([C:13]2[CH:18]=[CH:17][C:16](B3OC(C)(C)C(C)(C)O3)=[CH:15][CH:14]=2)[CH3:12])[CH2:6][CH2:5]1.I[C:37]1[CH:42]=[CH:41][NH:40][C:39](=[O:43])[CH:38]=1. (7) Given the product [F:1][C:2]1[CH:20]=[CH:19][C:5]([CH2:6][NH:7][C:8]([C:10]2[CH:15]=[C:14]([CH:16]=[N:23][OH:24])[N:13]=[C:12]([CH3:18])[N:11]=2)=[O:9])=[CH:4][C:3]=1[O:21][CH3:22], predict the reactants needed to synthesize it. The reactants are: [F:1][C:2]1[CH:20]=[CH:19][C:5]([CH2:6][NH:7][C:8]([C:10]2[CH:15]=[C:14]([CH:16]=O)[N:13]=[C:12]([CH3:18])[N:11]=2)=[O:9])=[CH:4][C:3]=1[O:21][CH3:22].[NH2:23][OH:24].Cl.C([O-])(=O)C.[Na+].